Dataset: NCI-60 drug combinations with 297,098 pairs across 59 cell lines. Task: Regression. Given two drug SMILES strings and cell line genomic features, predict the synergy score measuring deviation from expected non-interaction effect. (1) Drug 1: CN(C)C1=NC(=NC(=N1)N(C)C)N(C)C. Drug 2: C(CC(=O)O)C(=O)CN.Cl. Cell line: NCI-H522. Synergy scores: CSS=1.12, Synergy_ZIP=-0.996, Synergy_Bliss=-0.439, Synergy_Loewe=-8.57, Synergy_HSA=-3.68. (2) Drug 1: C1=CC(=CC=C1C#N)C(C2=CC=C(C=C2)C#N)N3C=NC=N3. Drug 2: CC=C1C(=O)NC(C(=O)OC2CC(=O)NC(C(=O)NC(CSSCCC=C2)C(=O)N1)C(C)C)C(C)C. Cell line: LOX IMVI. Synergy scores: CSS=38.2, Synergy_ZIP=-0.553, Synergy_Bliss=-4.33, Synergy_Loewe=-64.9, Synergy_HSA=-4.77. (3) Drug 1: CC12CCC3C(C1CCC2=O)CC(=C)C4=CC(=O)C=CC34C. Drug 2: C1=CC=C(C(=C1)C(C2=CC=C(C=C2)Cl)C(Cl)Cl)Cl. Cell line: HCT-15. Synergy scores: CSS=32.7, Synergy_ZIP=0.749, Synergy_Bliss=2.19, Synergy_Loewe=-14.0, Synergy_HSA=3.24. (4) Synergy scores: CSS=39.9, Synergy_ZIP=1.51, Synergy_Bliss=1.99, Synergy_Loewe=-68.5, Synergy_HSA=1.82. Drug 2: CC12CCC3C(C1CCC2O)C(CC4=C3C=CC(=C4)O)CCCCCCCCCS(=O)CCCC(C(F)(F)F)(F)F. Drug 1: CCC1=C2CN3C(=CC4=C(C3=O)COC(=O)C4(CC)O)C2=NC5=C1C=C(C=C5)O. Cell line: LOX IMVI. (5) Drug 1: CS(=O)(=O)C1=CC(=C(C=C1)C(=O)NC2=CC(=C(C=C2)Cl)C3=CC=CC=N3)Cl. Drug 2: COC1=C(C=C2C(=C1)N=CN=C2NC3=CC(=C(C=C3)F)Cl)OCCCN4CCOCC4. Cell line: NCI-H322M. Synergy scores: CSS=48.8, Synergy_ZIP=4.80, Synergy_Bliss=4.90, Synergy_Loewe=-10.6, Synergy_HSA=5.28.